Task: Binary Classification. Given a miRNA mature sequence and a target amino acid sequence, predict their likelihood of interaction.. Dataset: Experimentally validated miRNA-target interactions with 360,000+ pairs, plus equal number of negative samples (1) The miRNA is rno-miR-409a-3p with sequence AAUGUUGCUCGGUGAACCCC. The protein sequence of the target gene is MACSRPPSQCDPTTLPPGPPAGRWPLPFSRRRREMSSNKEQRSAVFVILFALITILILYSSNSANEVFHYGSLRGRTRRPVNLKKWSFSSAYFPILGNKTLPSRCNQCVIITSSSHLLGTKLGPEIERAECTIRMNDAPTSGYSADVGNKTTFRVVAHSSVFRVLRKPQEFVNRTPETVFIFWGPPNKMQKPQGSLLRVIQRAGLMFPNMEAYAVSPARMQQFDDLFRGETGKDREKSHSWLSTGWFTMVIAVELCDHVHVYGMVPPDYCSQRPRLQRMPYHYYEPKGPDECVTYIQNEH.... Result: 0 (no interaction). (2) The miRNA is hsa-miR-514b-3p with sequence AUUGACACCUCUGUGAGUGGA. The protein sequence of the target gene is MVHVRRHETRKNSKTQKPEQKSRVDWHRTKRSISQLFDSDEELDSNEELDSDEEHDSGESIDSDEELDISKKSDINELPEKETELKLIKVESQGSNSKHLTNTSNSSADEEQLKETKHNDLPDDEAHPGQAENHHNRHTGQILEEDMEDEYIKPGKRKRLSSVMYDSDESDDSDILIRKASAKHPRRVVEDECSSLEMEQETPEKSSAARKREYHQKLQELSERSRQRRRRNSGRNFEDSEKDSCSGTGEEDEDEDEDDYRYDEDGDDYMIDDFVVRNEEGDDENSNQQGENLTTSQLKL.... Result: 0 (no interaction). (3) Result: 1 (interaction). The protein sequence of the target gene is MSFLKSFPPPGPAEGLLRQQPDTEAVLNGKGLGTGTLYIAESRLSWLDGSGLGFSLEYPTISLHALSRDRSDCLGEHLYVMVNAKFEEESKEPVADEEEEDSDDDVEPITEFRFVPSDKSALEAMFTAMCECQALHPDPEDEDSDDYDGEEYDVEAHEQGQGDIPTFYTYEEGLSHLTAEGQATLERLEGMLSQSVSSQYNMAGVRTEDSIRDYEDGMEVDTTPTVAGQFEDADVDH. The miRNA is hsa-miR-24-2-5p with sequence UGCCUACUGAGCUGAAACACAG.